Dataset: Retrosynthesis with 50K atom-mapped reactions and 10 reaction types from USPTO. Task: Predict the reactants needed to synthesize the given product. (1) Given the product O=C(O)c1cc(F)c(-c2nn(C(=O)c3c(Cl)cccc3C3CCC3)c3cccnc23)c(F)c1, predict the reactants needed to synthesize it. The reactants are: CCOC(=O)c1cc(F)c(-c2nn(C(=O)c3c(Cl)cccc3C3CCC3)c3cccnc23)c(F)c1. (2) Given the product CC1C=CC2=C(C1=O)C(NC(=O)[C@H](C)NC(=O)Cc1cc(F)cc(F)c1)CC(C)(C)C=N2, predict the reactants needed to synthesize it. The reactants are: CC1C=CC2=C(C1=O)C(N)CC(C)(C)C=N2.C[C@H](NC(=O)Cc1cc(F)cc(F)c1)C(=O)O. (3) Given the product N#CCC(=O)Nc1ccccc1, predict the reactants needed to synthesize it. The reactants are: N#CCC(=O)O.Nc1ccccc1.